From a dataset of Reaction yield outcomes from USPTO patents with 853,638 reactions. Predict the reaction yield, written as a fraction of the theoretical maximum amount of product (1.0 means a 100% yield; for example, 0.34 means a 34% yield). (1) The reactants are [OH:1][C:2]1[C:7]([CH:8]=[O:9])=[CH:6][C:5]([O:10][CH3:11])=[N:4][CH:3]=1.[Br:12][C:13]1[C:18]([CH2:19]Cl)=[CH:17][CH:16]=[CH:15][N:14]=1.C([O-])([O-])=O.[K+].[K+].O. The catalyst is CN(C=O)C. The product is [Br:12][C:13]1[C:18]([CH2:19][O:1][C:2]2[C:7]([CH:8]=[O:9])=[CH:6][C:5]([O:10][CH3:11])=[N:4][CH:3]=2)=[CH:17][CH:16]=[CH:15][N:14]=1. The yield is 0.850. (2) The reactants are [NH2:1][C:2]1[CH:11]=[CH:10][C:9](Br)=[CH:8][C:3]=1[C:4]([O:6][CH3:7])=[O:5].[CH3:13][C:14]1[C:18](B(O)O)=[C:17]([CH3:22])[O:16][N:15]=1.P([O-])([O-])([O-])=O.[K+].[K+].[K+]. The catalyst is C1COCC1.O.C1C=CC(P(C2C=CC=CC=2)[C-]2C=CC=C2)=CC=1.C1C=CC(P(C2C=CC=CC=2)[C-]2C=CC=C2)=CC=1.Cl[Pd]Cl.[Fe+2]. The product is [NH2:1][C:2]1[CH:11]=[CH:10][C:9]([C:18]2[C:14]([CH3:13])=[N:15][O:16][C:17]=2[CH3:22])=[CH:8][C:3]=1[C:4]([O:6][CH3:7])=[O:5]. The yield is 0.651.